From a dataset of Full USPTO retrosynthesis dataset with 1.9M reactions from patents (1976-2016). Predict the reactants needed to synthesize the given product. (1) Given the product [NH2:28][C:21]1[C:20]2[N:19]=[C:18]([CH3:29])[N:17]([CH2:16][CH2:15][CH2:14][NH:13][C:11]([NH:10][C@@H:8]3[CH2:9][C@H:7]3[C:1]3[CH:6]=[CH:5][CH:4]=[CH:3][CH:2]=3)=[O:12])[C:25]=2[C:24]([CH3:26])=[C:23]([CH3:27])[N:22]=1, predict the reactants needed to synthesize it. The reactants are: [C:1]1([C@@H:7]2[CH2:9][C@H:8]2[N:10]=[C:11]=[O:12])[CH:6]=[CH:5][CH:4]=[CH:3][CH:2]=1.[NH2:13][CH2:14][CH2:15][CH2:16][N:17]1[C:25]2[C:24]([CH3:26])=[C:23]([CH3:27])[N:22]=[C:21]([NH2:28])[C:20]=2[N:19]=[C:18]1[CH3:29]. (2) Given the product [CH:14]1([CH2:17][O:18][C:19]2[CH:24]=[CH:23][C:22]([S:25]([CH3:28])(=[O:27])=[O:26])=[CH:21][C:20]=2[C:2]2[C:7]3[N:8]=[CH:9][N:10]=[CH:11][C:6]=3[C:5](=[O:12])[N:4]([CH3:13])[CH:3]=2)[CH2:15][CH2:16]1, predict the reactants needed to synthesize it. The reactants are: Br[C:2]1[C:7]2[N:8]=[CH:9][N:10]=[CH:11][C:6]=2[C:5](=[O:12])[N:4]([CH3:13])[CH:3]=1.[CH:14]1([CH2:17][O:18][C:19]2[CH:24]=[CH:23][C:22]([S:25]([CH3:28])(=[O:27])=[O:26])=[CH:21][C:20]=2B2OC(C)(C)C(C)(C)O2)[CH2:16][CH2:15]1.[O-]P([O-])([O-])=O.[K+].[K+].[K+].N#N.